Dataset: NCI-60 drug combinations with 297,098 pairs across 59 cell lines. Task: Regression. Given two drug SMILES strings and cell line genomic features, predict the synergy score measuring deviation from expected non-interaction effect. (1) Drug 1: C1=NC2=C(N1)C(=S)N=C(N2)N. Drug 2: C(CCl)NC(=O)N(CCCl)N=O. Cell line: HCT-15. Synergy scores: CSS=36.0, Synergy_ZIP=0.470, Synergy_Bliss=2.71, Synergy_Loewe=-26.7, Synergy_HSA=2.19. (2) Drug 1: C1=NC2=C(N=C(N=C2N1C3C(C(C(O3)CO)O)F)Cl)N. Drug 2: CC1=C(C(=O)C2=C(C1=O)N3CC4C(C3(C2COC(=O)N)OC)N4)N. Cell line: HL-60(TB). Synergy scores: CSS=63.5, Synergy_ZIP=5.64, Synergy_Bliss=6.34, Synergy_Loewe=4.56, Synergy_HSA=8.23.